From a dataset of Forward reaction prediction with 1.9M reactions from USPTO patents (1976-2016). Predict the product of the given reaction. The product is: [CH2:17]([O:7][C:8]1[CH:15]=[CH:14][C:13]([I:16])=[CH:12][C:9]=1[CH:10]=[O:11])[C:18]1[CH:23]=[CH:22][CH:21]=[CH:20][CH:19]=1. Given the reactants C(=O)([O-])[O-].[K+].[K+].[OH:7][C:8]1[CH:15]=[CH:14][C:13]([I:16])=[CH:12][C:9]=1[CH:10]=[O:11].[CH2:17](Cl)[C:18]1[CH:23]=[CH:22][CH:21]=[CH:20][CH:19]=1.O, predict the reaction product.